From a dataset of Reaction yield outcomes from USPTO patents with 853,638 reactions. Predict the reaction yield, written as a fraction of the theoretical maximum amount of product (1.0 means a 100% yield; for example, 0.34 means a 34% yield). (1) The reactants are O[C:2]1[C:7]([N+]([O-])=O)=[CH:6][C:5]([F:11])=[CH:4][N:3]=1.[OH:12][C:13]1C=CC(F)=CN=1.NC1C=CC(OC)=NC=1. No catalyst specified. The product is [CH3:13][O:12][C:4]1[C:5]([F:11])=[CH:6][CH:7]=[CH:2][N:3]=1. The yield is 1.00. (2) The reactants are [F:1][C:2]1[CH:7]=[CH:6][CH:5]=[C:4]([F:8])[C:3]=1[OH:9].[C:10](=O)([O-])[O-].[K+].[K+].CI. The catalyst is CC(C)=O. The product is [F:1][C:2]1[CH:7]=[CH:6][CH:5]=[C:4]([F:8])[C:3]=1[O:9][CH3:10]. The yield is 0.779. (3) The reactants are [OH:1][CH:2]([C:5]1[CH:6]=[C:7]([C:17]([NH:19][CH2:20][C:21]2[C:22](=[O:29])[NH:23][C:24]([CH3:28])=[CH:25][C:26]=2[CH3:27])=[O:18])[C:8]2[CH:13]=[N:12][N:11]([CH:14]([CH3:16])[CH3:15])[C:9]=2[N:10]=1)CO. The product is [CH3:27][C:26]1[CH:25]=[C:24]([CH3:28])[NH:23][C:22](=[O:29])[C:21]=1[CH2:20][NH:19][C:17]([C:7]1[C:8]2[CH:13]=[N:12][N:11]([CH:14]([CH3:16])[CH3:15])[C:9]=2[N:10]=[C:5]([CH:2]=[O:1])[CH:6]=1)=[O:18]. The yield is 0.848. The catalyst is C1COCC1.O. (4) The reactants are [NH2:1][C:2]1[N:7]=[CH:6][N:5]=[C:4]2[N:8]([CH:20]([C:22]3[O:23][C:24]4[C:29]([C:30](=[O:39])[C:31]=3[C:32]3[CH:37]=[CH:36][CH:35]=[C:34]([F:38])[CH:33]=3)=[CH:28][CH:27]=[CH:26][CH:25]=4)[CH3:21])[N:9]=[C:10]([C:11]3[CH:16]=[C:15]([O:17]C)[CH:14]=[C:13]([F:19])[CH:12]=3)[C:3]=12. The catalyst is ClCCl.B(Br)(Br)Br. The product is [NH2:1][C:2]1[N:7]=[CH:6][N:5]=[C:4]2[N:8]([CH:20]([C:22]3[O:23][C:24]4[C:29]([C:30](=[O:39])[C:31]=3[C:32]3[CH:37]=[CH:36][CH:35]=[C:34]([F:38])[CH:33]=3)=[CH:28][CH:27]=[CH:26][CH:25]=4)[CH3:21])[N:9]=[C:10]([C:11]3[CH:16]=[C:15]([OH:17])[CH:14]=[C:13]([F:19])[CH:12]=3)[C:3]=12. The yield is 0.510. (5) The reactants are [CH2:1]([C:3]1[CH:11]=[CH:10][C:6]([CH2:7][C:8]#[N:9])=[CH:5][CH:4]=1)[CH3:2].[CH2:12](O)[CH2:13][CH3:14].[OH-].[K+]. No catalyst specified. The product is [CH2:1]([C:3]1[CH:11]=[CH:10][C:6]([CH:7]([CH2:12][CH2:13][CH3:14])[C:8]#[N:9])=[CH:5][CH:4]=1)[CH3:2]. The yield is 0.510. (6) The reactants are [C:1]1([C:7]#[C:8][CH2:9][O:10][SiH:11]([CH3:13])[CH3:12])[CH2:6][CH2:5][CH2:4][CH2:3][CH:2]=1.CC([O-])(C)C.[K+]. No catalyst specified. The product is [C:1]1([C:7]2[Si:11]([CH3:13])([CH3:12])[O:10][CH2:9][CH:8]=2)[CH2:6][CH2:5][CH2:4][CH2:3][CH:2]=1. The yield is 0.519. (7) The reactants are [CH3:1][C:2]([C:7]1[CH:12]=[CH:11][CH:10]=[CH:9][CH:8]=1)([CH3:6])[C:3](O)=[O:4].CSC.B.CO.O. The catalyst is C1COCC1. The product is [CH3:6][C:2]([C:7]1[CH:12]=[CH:11][CH:10]=[CH:9][CH:8]=1)([CH3:1])[CH2:3][OH:4]. The yield is 0.770.